The task is: Predict the product of the given reaction.. This data is from Forward reaction prediction with 1.9M reactions from USPTO patents (1976-2016). (1) Given the reactants [CH:1]1([C@H:4]2[C@H:13]([CH3:14])[C@@H:12]([NH:15][C:16]3[CH:21]=[CH:20][CH:19]=[C:18]([CH3:22])[N:17]=3)[C:11]3[C:6](=[CH:7][CH:8]=[C:9]([OH:23])[N:10]=3)[N:5]2[C:24](=[O:26])[CH3:25])[CH2:3][CH2:2]1.CCN(CC)CC.[F:34][C:35]([F:55])([F:54])[S:36](N(C1C=CC(Cl)=CN=1)[S:36]([C:35]([F:55])([F:54])[F:34])(=[O:38])=[O:37])(=[O:38])=[O:37], predict the reaction product. The product is: [F:34][C:35]([F:55])([F:54])[S:36]([O:23][C:9]1[CH:8]=[CH:7][C:6]2[N:5]([C:24](=[O:26])[CH3:25])[CH:4]([CH:1]3[CH2:2][CH2:3]3)[CH:13]([CH3:14])[CH:12]([NH:15][C:16]3[CH:21]=[CH:20][CH:19]=[C:18]([CH3:22])[N:17]=3)[C:11]=2[N:10]=1)(=[O:38])=[O:37]. (2) Given the reactants [CH2:1]([O:8][C:9]1[C:16]([CH3:17])=[CH:15][C:12]([CH:13]=[O:14])=[C:11]([CH3:18])[CH:10]=1)[C:2]1[CH:7]=[CH:6][CH:5]=[CH:4][CH:3]=1.[BH4-].[Na+].C(O)C.Cl, predict the reaction product. The product is: [CH2:1]([O:8][C:9]1[C:16]([CH3:17])=[CH:15][C:12]([CH2:13][OH:14])=[C:11]([CH3:18])[CH:10]=1)[C:2]1[CH:7]=[CH:6][CH:5]=[CH:4][CH:3]=1. (3) Given the reactants [CH2:1]([N:8]1[C:16]2[C:11](=[CH:12][C:13]([NH:17][C:18]3[C:23]([CH:24]=[CH2:25])=[CH:22][N:21]=[CH:20][N:19]=3)=[CH:14][CH:15]=2)[CH:10]=[N:9]1)[C:2]1[CH:7]=[CH:6][CH:5]=[CH:4][CH:3]=1.C(N1C2C(=C[C:38]([NH:42][C:43]3[C:48](I)=[CH:47]N=CN=3)=[CH:39]C=2)C=N1)C1C=CC=CC=1, predict the reaction product. The product is: [CH2:1]([N:8]1[C:16]2[C:11](=[CH:12][C:13]([NH:17][C:18]3[C:23](/[CH:24]=[CH:25]/[C:48]4[CH:43]=[N:42][CH:38]=[CH:39][CH:47]=4)=[CH:22][N:21]=[CH:20][N:19]=3)=[CH:14][CH:15]=2)[CH:10]=[N:9]1)[C:2]1[CH:3]=[CH:4][CH:5]=[CH:6][CH:7]=1. (4) Given the reactants [OH:1][C:2]1[CH:12]=[CH:11][C:5]([CH:6]=[CH:7]C(O)=O)=[CH:4][CH:3]=1.[OH:13][C:14]1[CH:21]=CC(C=C)=C[CH:15]=1, predict the reaction product. The product is: [CH2:15]([O:1][C:2]1[CH:3]=[CH:4][C:5]([CH:6]=[CH2:7])=[CH:11][CH:12]=1)[CH:14]1[O:13][CH2:21]1. (5) Given the reactants [C:1]([C:3]1[C:4]([Cl:19])=[C:5]([CH:14]=[C:15]([F:18])[C:16]=1[Cl:17])[C:6]([CH2:8][C:9]([O:11][CH2:12][CH3:13])=[O:10])=[O:7])#[N:2].[CH:20](OCC)(OCC)OCC.C(OC(=O)C)(=O)C.[CH:37]1([NH2:40])[CH2:39][CH2:38]1, predict the reaction product. The product is: [C:1]([C:3]1[C:4]([Cl:19])=[C:5]([CH:14]=[C:15]([F:18])[C:16]=1[Cl:17])[C:6]([C:8](=[CH:20][NH:40][CH:37]1[CH2:39][CH2:38]1)[C:9]([O:11][CH2:12][CH3:13])=[O:10])=[O:7])#[N:2]. (6) Given the reactants [C:1]([C:5]1[CH:13]=[C:12]2[C:8]([CH2:9][CH:10]([CH2:15][CH:16]([CH3:18])[CH3:17])[C:11]2=O)=[C:7]([C:19]2[CH:24]=[CH:23][CH:22]=[CH:21][CH:20]=2)[C:6]=1[O:25][CH3:26])([CH3:4])([CH3:3])[CH3:2].CO.[BH4-].[Na+].Cl, predict the reaction product. The product is: [C:1]([C:5]1[CH:13]=[C:12]2[C:8](=[C:7]([C:19]3[CH:24]=[CH:23][CH:22]=[CH:21][CH:20]=3)[C:6]=1[O:25][CH3:26])[CH2:9][C:10]([CH2:15][CH:16]([CH3:18])[CH3:17])=[CH:11]2)([CH3:4])([CH3:3])[CH3:2]. (7) The product is: [F:1][C:2]1[CH:3]=[CH:4][C:5]2[N:9]=[C:8]([CH3:10])[N:7]([C:11]3[C:12]([CH3:33])=[C:13]([CH:30]=[CH:31][CH:32]=3)[CH2:14][NH:15][C:16]3[CH:29]=[CH:28][C:19]4[C@H:20]([CH2:23][C:24]([OH:26])=[O:25])[CH2:21][O:22][C:18]=4[CH:17]=3)[C:6]=2[CH:34]=1. Given the reactants [F:1][C:2]1[CH:3]=[CH:4][C:5]2[N:9]=[C:8]([CH3:10])[N:7]([C:11]3[C:12]([CH3:33])=[C:13]([CH:30]=[CH:31][CH:32]=3)[CH2:14][NH:15][C:16]3[CH:29]=[CH:28][C:19]4[C@H:20]([CH2:23][C:24]([O:26]C)=[O:25])[CH2:21][O:22][C:18]=4[CH:17]=3)[C:6]=2[CH:34]=1.[OH-].[Na+].O, predict the reaction product. (8) Given the reactants Cl.COC[C:5]([O:7][CH2:8][CH:9]=[NH:10])=O.[OH:11][CH2:12][C:13]([CH2:15]O)=O.[NH3:17], predict the reaction product. The product is: [OH:11][CH2:12][C:13]1[N:17]=[C:9]([CH2:8][O:7][CH3:5])[NH:10][CH:15]=1. (9) Given the reactants [CH2:1]([C@@H:3]([N:7]1[CH2:11][CH2:10][CH2:9][C:8]1=[O:12])[C:4](O)=[O:5])[CH3:2].C([N:15](CC)CC)C.CS(Cl)(=O)=O, predict the reaction product. The product is: [CH2:1]([C@@H:3]([N:7]1[CH2:11][CH2:10][CH2:9][C:8]1=[O:12])[C:4]([NH2:15])=[O:5])[CH3:2]. (10) The product is: [CH3:23][O:24][CH2:25][CH:26]1[CH2:31][CH2:30][CH:29]([N:1]2[CH2:2][CH:3]([NH:5][C:6](=[O:22])[CH2:7][NH:8][C:9]3[C:17]4[C:12](=[CH:13][CH:14]=[C:15]([C:18]([F:20])([F:19])[F:21])[CH:16]=4)[NH:11][N:10]=3)[CH2:4]2)[CH2:28][CH2:27]1. Given the reactants [NH:1]1[CH2:4][CH:3]([NH:5][C:6](=[O:22])[CH2:7][NH:8][C:9]2[C:17]3[C:12](=[CH:13][CH:14]=[C:15]([C:18]([F:21])([F:20])[F:19])[CH:16]=3)[NH:11][N:10]=2)[CH2:2]1.[CH3:23][O:24][CH2:25][CH:26]1[CH2:31][CH2:30][C:29](=O)[CH2:28][CH2:27]1.C(I)C, predict the reaction product.